This data is from Forward reaction prediction with 1.9M reactions from USPTO patents (1976-2016). The task is: Predict the product of the given reaction. Given the reactants C(O[CH2:5][CH2:6][C:7](=[O:19])[C:8]1[CH:13]=[C:12]([F:14])[C:11]([F:15])=[C:10]([C:16]#[N:17])[C:9]=1F)(=O)C.[CH:20]([O-:25])([O-])[O:21][CH2:22][CH3:23].C(OC(=O)C)(=O)C.C1(C)C=CC(S(O)(=O)=O)=CC=1.[F:44][C@H:45]1[CH2:47][C@H:46]1[NH2:48].C(N(CC)CC)C.C(=O)([O-])[O-].[K+].[K+].Cl, predict the reaction product. The product is: [C:16]([C:10]1[C:11]([F:15])=[C:12]([F:14])[CH:13]=[C:8]2[C:9]=1[N:48]([C@@H:46]1[CH2:47][C@@H:45]1[F:44])[CH:5]=[C:6]([C:20]([O:21][CH2:22][CH3:23])=[O:25])[C:7]2=[O:19])#[N:17].